Dataset: Forward reaction prediction with 1.9M reactions from USPTO patents (1976-2016). Task: Predict the product of the given reaction. (1) Given the reactants C([N:14]1[CH2:17][CH:16]([O:18][CH:19]([C:27]2[CH:32]=[CH:31][CH:30]=[CH:29][C:28]=2[Cl:33])[C:20]2[CH:25]=[CH:24][CH:23]=[CH:22][C:21]=2[Cl:26])[CH2:15]1)(C1C=CC=CC=1)C1C=CC=CC=1.Cl.ClC1C=CC=CC=1C(OC1CNC1)C1C=CC(Cl)=CC=1, predict the reaction product. The product is: [ClH:26].[Cl:33][C:28]1[CH:29]=[CH:30][CH:31]=[CH:32][C:27]=1[CH:19]([O:18][CH:16]1[CH2:17][NH:14][CH2:15]1)[C:20]1[CH:25]=[CH:24][CH:23]=[CH:22][C:21]=1[Cl:26]. (2) Given the reactants [ClH:1].ClC1C=C([N:9]2[CH:13]=[CH:12][C:11]([C:14]#[N:15])=[C:10]2[N:16]2[CH2:21][CH2:20][NH:19][CH2:18][CH2:17]2)C=CN=1.CN1[CH2:28][CH2:27]OCC1.[CH:29]([OH:31])=O.ClN1[N:38]=[C:37](OC)[CH:36]=[C:35](OC)N1, predict the reaction product. The product is: [Cl:1][C:28]1[CH:27]=[C:35]([C:13]2[NH:9][C:10]([N:16]3[CH2:17][CH2:18][N:19]([CH:29]=[O:31])[CH2:20][CH2:21]3)=[C:11]([C:14]#[N:15])[CH:12]=2)[CH:36]=[CH:37][N:38]=1. (3) Given the reactants [Br:1][C:2]1[CH:3]=[C:4]([CH2:9][N:10]2C(=O)C3C(=CC=CC=3)C2=O)[CH:5]=[C:6]([I:8])[CH:7]=1.NN.O, predict the reaction product. The product is: [Br:1][C:2]1[CH:3]=[C:4]([CH2:9][NH2:10])[CH:5]=[C:6]([I:8])[CH:7]=1. (4) Given the reactants Cl.[CH:2]([S:5][C:6]1[C:7]([CH2:12][NH2:13])=[N:8][CH:9]=[CH:10][CH:11]=1)([CH3:4])[CH3:3].[C:14](O[C:14]([O:16][C:17]([CH3:20])([CH3:19])[CH3:18])=[O:15])([O:16][C:17]([CH3:20])([CH3:19])[CH3:18])=[O:15], predict the reaction product. The product is: [CH:2]([S:5][C:6]1[C:7]([CH2:12][NH:13][C:14](=[O:15])[O:16][C:17]([CH3:20])([CH3:19])[CH3:18])=[N:8][CH:9]=[CH:10][CH:11]=1)([CH3:4])[CH3:3]. (5) The product is: [C:1]([O:5][C:6]([N:8]1[CH2:9][CH2:10][CH:11]([CH2:14][O:15][CH2:16][CH:17]([NH:23][C:34]([C:30]2[CH:29]=[C:28]3[C:33]([C:25]([Cl:24])=[CH:26][NH:27]3)=[CH:32][CH:31]=2)=[O:35])[CH:18]2[CH2:22][CH2:21][CH2:20][CH2:19]2)[CH2:12][CH2:13]1)=[O:7])([CH3:4])([CH3:2])[CH3:3]. Given the reactants [C:1]([O:5][C:6]([N:8]1[CH2:13][CH2:12][CH:11]([CH2:14][O:15][CH2:16][CH:17]([NH2:23])[CH:18]2[CH2:22][CH2:21][CH2:20][CH2:19]2)[CH2:10][CH2:9]1)=[O:7])([CH3:4])([CH3:3])[CH3:2].[Cl:24][C:25]1[C:33]2[C:28](=[CH:29][C:30]([C:34](O)=[O:35])=[CH:31][CH:32]=2)[NH:27][CH:26]=1, predict the reaction product. (6) Given the reactants [Si:1]([O:8][CH2:9][CH2:10][N:11]=[C:12]=[O:13])([C:4]([CH3:7])([CH3:6])[CH3:5])([CH3:3])[CH3:2].[N+:14](=[C:16]1[N:20]=[CH:19][N:18]=[C:17]1[C:21]([NH2:23])=[O:22])=[N-:15], predict the reaction product. The product is: [Si:1]([O:8][CH2:9][CH2:10][N:11]1[C:12](=[O:13])[N:20]2[CH:19]=[N:18][C:17]([C:21]([NH2:23])=[O:22])=[C:16]2[N:14]=[N:15]1)([C:4]([CH3:7])([CH3:6])[CH3:5])([CH3:3])[CH3:2]. (7) Given the reactants Cl[C:2]1[CH:11]=[CH:10][C:9]2[C:4](=[CH:5][CH:6]=[C:7]([C:12]#[N:13])[CH:8]=2)[N:3]=1.CC1(C)C2C(=C(P(C3C=CC=CC=3)C3C=CC=CC=3)C=CC=2)OC2C(P(C3C=CC=CC=3)C3C=CC=CC=3)=CC=CC1=2.C(=O)([O-])[O-].[Cs+].[Cs+].[O:62]=[C:63]1[NH:68][CH2:67][CH2:66][N:65]([C:69]([O:71][C:72]([CH3:75])([CH3:74])[CH3:73])=[O:70])[CH2:64]1, predict the reaction product. The product is: [C:12]([C:7]1[CH:8]=[C:9]2[C:4](=[CH:5][CH:6]=1)[N:3]=[C:2]([N:68]1[CH2:67][CH2:66][N:65]([C:69]([O:71][C:72]([CH3:74])([CH3:73])[CH3:75])=[O:70])[CH2:64][C:63]1=[O:62])[CH:11]=[CH:10]2)#[N:13]. (8) Given the reactants [Cl:1][CH:2]([CH3:17])[C:3]([C:5]1[C:6]([CH:14]([CH3:16])[CH3:15])=[N:7][N:8]2[CH:13]=[CH:12][CH:11]=[CH:10][C:9]=12)=[O:4].[NH:18]1[CH2:23][CH2:22][O:21][CH2:20][CH2:19]1.[Na+].[I-], predict the reaction product. The product is: [ClH:1].[CH:14]([C:6]1[C:5]([C:3](=[O:4])[CH:2]([N:18]2[CH2:23][CH2:22][O:21][CH2:20][CH2:19]2)[CH3:17])=[C:9]2[CH:10]=[CH:11][CH:12]=[CH:13][N:8]2[N:7]=1)([CH3:16])[CH3:15]. (9) Given the reactants [CH2:1]([O:3][C:4]1[CH:17]=[C:16]2[C:7]([C:8]([C:19]3[CH:20]=[CH:21][C:22](=[O:26])[N:23]([CH3:25])[CH:24]=3)=[N:9][C@H:10]3[C@@H:15]2[CH2:14][C@H:13]([OH:18])[CH2:12][CH2:11]3)=[CH:6][C:5]=1[O:27][CH3:28])[CH3:2].[C:29]([OH:38])(=[O:37])[C@@H:30]([C@H:32]([C:34]([OH:36])=[O:35])[OH:33])[OH:31], predict the reaction product. The product is: [C:34]([C@@H:32]([C@H:30]([C:29]([OH:38])=[O:37])[OH:31])[OH:33])([OH:36])=[O:35].[CH2:1]([O:3][C:4]1[CH:17]=[C:16]2[C:7]([C:8]([C:19]3[CH:20]=[CH:21][C:22](=[O:26])[N:23]([CH3:25])[CH:24]=3)=[N:9][C@H:10]3[C@@H:15]2[CH2:14][C@H:13]([OH:18])[CH2:12][CH2:11]3)=[CH:6][C:5]=1[O:27][CH3:28])[CH3:2]. (10) Given the reactants [CH3:1][C:2]1[N:7]=[CH:6][N:5]=[C:4]([N:8]2[CH2:13][CH2:12][C:11](=O)[CH2:10][CH2:9]2)[CH:3]=1.[F:15][C:16]1[CH:21]=[C:20]([C:22]([F:25])([F:24])[F:23])[CH:19]=[CH:18][C:17]=1[CH:26]1[CH2:31][CH2:30][CH2:29][N:28]2[N:32]=[C:33]([NH2:35])[N:34]=[C:27]12, predict the reaction product. The product is: [F:15][C:16]1[CH:21]=[C:20]([C:22]([F:23])([F:24])[F:25])[CH:19]=[CH:18][C:17]=1[CH:26]1[CH2:31][CH2:30][CH2:29][N:28]2[N:32]=[C:33]([NH:35][CH:11]3[CH2:12][CH2:13][N:8]([C:4]4[CH:3]=[C:2]([CH3:1])[N:7]=[CH:6][N:5]=4)[CH2:9][CH2:10]3)[N:34]=[C:27]12.